This data is from Full USPTO retrosynthesis dataset with 1.9M reactions from patents (1976-2016). The task is: Predict the reactants needed to synthesize the given product. (1) The reactants are: [NH2:1][C:2]1[CH:3]=[N:4][CH:5]=[CH:6][C:7]=1[N:8]1[CH2:13][C@H:12]([CH2:14][O:15][Si](C(C)(C)C)(C)C)[CH2:11][C@H:10]([NH:23][C:24](=[O:30])[O:25][C:26]([CH3:29])([CH3:28])[CH3:27])[CH2:9]1.[Br:31][C:32]1[N:37]=[C:36]([C:38]([OH:40])=O)[C:35]([NH2:41])=[CH:34][CH:33]=1. Given the product [NH2:41][C:35]1[C:36]([C:38]([NH:1][C:2]2[CH:3]=[N:4][CH:5]=[CH:6][C:7]=2[N:8]2[CH2:13][C@H:12]([CH2:14][OH:15])[CH2:11][C@H:10]([NH:23][C:24](=[O:30])[O:25][C:26]([CH3:28])([CH3:27])[CH3:29])[CH2:9]2)=[O:40])=[N:37][C:32]([Br:31])=[CH:33][CH:34]=1, predict the reactants needed to synthesize it. (2) The reactants are: C1C=CC=CC=1.[C:7]([O:11][CH2:12][CH3:13])(=[O:10])[CH:8]=[CH2:9].[C:14]([O-:17])(=[O:16])[CH3:15].[Na+].C(CC(=O)C)(=O)C.O=O.C(OCC)(=O)C=CC1C=CC=CC=1. Given the product [C:14]([O:17][CH:9]=[CH:8][C:7]([O:11][CH2:12][CH3:13])=[O:10])(=[O:16])[CH3:15], predict the reactants needed to synthesize it. (3) Given the product [CH2:39]([O:41][C:42](=[O:45])[CH2:43][NH:44][C:23](=[O:24])[C:22]1[CH:26]=[CH:27][CH:28]=[C:20]([C:14]2[CH:13]=[C:12]([NH:11][CH2:10][CH2:9][C:3]3[CH:4]=[CH:5][C:6]([Cl:8])=[CH:7][C:2]=3[Cl:1])[N:17]=[C:16]([O:18][CH3:19])[N:15]=2)[CH:21]=1)[CH3:40], predict the reactants needed to synthesize it. The reactants are: [Cl:1][C:2]1[CH:7]=[C:6]([Cl:8])[CH:5]=[CH:4][C:3]=1[CH2:9][CH2:10][NH:11][C:12]1[N:17]=[C:16]([O:18][CH3:19])[N:15]=[C:14]([C:20]2[CH:21]=[C:22]([CH:26]=[CH:27][CH:28]=2)[C:23](O)=[O:24])[CH:13]=1.C(N(C(C)C)CC)(C)C.Cl.[CH2:39]([O:41][C:42](=[O:45])[CH2:43][NH2:44])[CH3:40].O. (4) The reactants are: [Br:1][C:2]1[C:3]([O:13][CH2:14][CH2:15][CH2:16][C:17]2[C:18]([CH2:32][CH2:33][CH3:34])=[N:19][N:20]([C:22]3[CH:27]=[CH:26][C:25]([C:28]([F:31])([F:30])[F:29])=[CH:24][N:23]=3)[CH:21]=2)=[C:4]([CH2:8][C:9]([O:11]C)=[O:10])[CH:5]=[CH:6][CH:7]=1.[OH-].[Na+].O1CCCC1.Cl. Given the product [Br:1][C:2]1[C:3]([O:13][CH2:14][CH2:15][CH2:16][C:17]2[C:18]([CH2:32][CH2:33][CH3:34])=[N:19][N:20]([C:22]3[CH:27]=[CH:26][C:25]([C:28]([F:31])([F:29])[F:30])=[CH:24][N:23]=3)[CH:21]=2)=[C:4]([CH2:8][C:9]([OH:11])=[O:10])[CH:5]=[CH:6][CH:7]=1, predict the reactants needed to synthesize it.